Regression. Given two drug SMILES strings and cell line genomic features, predict the synergy score measuring deviation from expected non-interaction effect. From a dataset of NCI-60 drug combinations with 297,098 pairs across 59 cell lines. (1) Drug 1: CC(C1=C(C=CC(=C1Cl)F)Cl)OC2=C(N=CC(=C2)C3=CN(N=C3)C4CCNCC4)N. Drug 2: COC1=CC(=CC(=C1O)OC)C2C3C(COC3=O)C(C4=CC5=C(C=C24)OCO5)OC6C(C(C7C(O6)COC(O7)C8=CC=CS8)O)O. Cell line: NCI-H460. Synergy scores: CSS=50.3, Synergy_ZIP=4.21, Synergy_Bliss=6.40, Synergy_Loewe=1.65, Synergy_HSA=7.61. (2) Cell line: U251. Drug 1: C1=NC(=NC(=O)N1C2C(C(C(O2)CO)O)O)N. Drug 2: CC1=C(N=C(N=C1N)C(CC(=O)N)NCC(C(=O)N)N)C(=O)NC(C(C2=CN=CN2)OC3C(C(C(C(O3)CO)O)O)OC4C(C(C(C(O4)CO)O)OC(=O)N)O)C(=O)NC(C)C(C(C)C(=O)NC(C(C)O)C(=O)NCCC5=NC(=CS5)C6=NC(=CS6)C(=O)NCCC[S+](C)C)O. Synergy scores: CSS=53.4, Synergy_ZIP=-4.22, Synergy_Bliss=-2.87, Synergy_Loewe=-1.71, Synergy_HSA=3.09. (3) Drug 1: CC1CCC2CC(C(=CC=CC=CC(CC(C(=O)C(C(C(=CC(C(=O)CC(OC(=O)C3CCCCN3C(=O)C(=O)C1(O2)O)C(C)CC4CCC(C(C4)OC)O)C)C)O)OC)C)C)C)OC. Drug 2: CC1CCC2CC(C(=CC=CC=CC(CC(C(=O)C(C(C(=CC(C(=O)CC(OC(=O)C3CCCCN3C(=O)C(=O)C1(O2)O)C(C)CC4CCC(C(C4)OC)OCCO)C)C)O)OC)C)C)C)OC. Cell line: K-562. Synergy scores: CSS=-3.17, Synergy_ZIP=-1.90, Synergy_Bliss=-4.63, Synergy_Loewe=-6.13, Synergy_HSA=-5.75. (4) Drug 1: CC1=C(C(=O)C2=C(C1=O)N3CC4C(C3(C2COC(=O)N)OC)N4)N. Drug 2: COC1=C2C(=CC3=C1OC=C3)C=CC(=O)O2. Cell line: U251. Synergy scores: CSS=25.1, Synergy_ZIP=0.105, Synergy_Bliss=-1.24, Synergy_Loewe=-31.1, Synergy_HSA=-2.22. (5) Drug 1: CNC(=O)C1=CC=CC=C1SC2=CC3=C(C=C2)C(=NN3)C=CC4=CC=CC=N4. Drug 2: C1=CC(=CC=C1CC(C(=O)O)N)N(CCCl)CCCl.Cl. Cell line: UACC62. Synergy scores: CSS=11.6, Synergy_ZIP=-3.59, Synergy_Bliss=0.0550, Synergy_Loewe=-0.834, Synergy_HSA=0.217. (6) Drug 1: CC12CCC(CC1=CCC3C2CCC4(C3CC=C4C5=CN=CC=C5)C)O. Cell line: HL-60(TB). Drug 2: C1=CC(=CC=C1CC(C(=O)O)N)N(CCCl)CCCl.Cl. Synergy scores: CSS=33.7, Synergy_ZIP=2.11, Synergy_Bliss=-2.93, Synergy_Loewe=-31.8, Synergy_HSA=-6.94. (7) Drug 1: C1=NC(=NC(=O)N1C2C(C(C(O2)CO)O)O)N. Drug 2: CC1=C(C(=O)C2=C(C1=O)N3CC4C(C3(C2COC(=O)N)OC)N4)N. Cell line: NCI-H460. Synergy scores: CSS=87.2, Synergy_ZIP=5.98, Synergy_Bliss=5.26, Synergy_Loewe=5.71, Synergy_HSA=7.92.